Predict the reactants needed to synthesize the given product. From a dataset of Full USPTO retrosynthesis dataset with 1.9M reactions from patents (1976-2016). (1) Given the product [C:1]1([C:7]2[N:12]3[N:13]=[C:14]([NH:16][C:17]4[CH:25]=[C:24]5[C:20]([C:21]([NH:26][CH:28]6[CH2:33][CH2:32][N:31]([C:34]([O:36][C:37]([CH3:40])([CH3:39])[CH3:38])=[O:35])[CH2:30][CH2:29]6)=[N:22][NH:23]5)=[CH:19][CH:18]=4)[N:15]=[C:11]3[CH:10]=[CH:9][CH:8]=2)[CH:2]=[CH:3][CH:4]=[CH:5][CH:6]=1, predict the reactants needed to synthesize it. The reactants are: [C:1]1([C:7]2[N:12]3[N:13]=[C:14]([NH:16][C:17]4[CH:25]=[C:24]5[C:20]([C:21]([NH2:26])=[N:22][NH:23]5)=[CH:19][CH:18]=4)[N:15]=[C:11]3[CH:10]=[CH:9][CH:8]=2)[CH:6]=[CH:5][CH:4]=[CH:3][CH:2]=1.O=[C:28]1[CH2:33][CH2:32][N:31]([C:34]([O:36][C:37]([CH3:40])([CH3:39])[CH3:38])=[O:35])[CH2:30][CH2:29]1.C([BH3-])#N.[Na+].C(#N)C. (2) Given the product [F:14][C:13]([F:16])([F:15])[C:10]([CH2:12][NH:36][C:24]1[N:23]=[C:22]([CH3:21])[N:27]=[C:26]2[N:28]([C:31]3[CH:35]=[CH:34][S:33][CH:32]=3)[N:29]=[CH:30][C:25]=12)([OH:11])[CH2:9][C:8]([C:6]1[CH:7]=[C:2]([F:1])[CH:3]=[CH:4][C:5]=1[O:19][CH3:20])([CH3:18])[CH3:17], predict the reactants needed to synthesize it. The reactants are: [F:1][C:2]1[CH:3]=[CH:4][C:5]([O:19][CH3:20])=[C:6]([C:8]([CH3:18])([CH3:17])[CH2:9][C:10]2([C:13]([F:16])([F:15])[F:14])[CH2:12][O:11]2)[CH:7]=1.[CH3:21][C:22]1[N:27]=[C:26]2[N:28]([C:31]3[CH:35]=[CH:34][S:33][CH:32]=3)[N:29]=[CH:30][C:25]2=[C:24]([NH2:36])[N:23]=1.